This data is from Full USPTO retrosynthesis dataset with 1.9M reactions from patents (1976-2016). The task is: Predict the reactants needed to synthesize the given product. (1) Given the product [F:1][C:2]1[CH:3]=[C:4]([CH3:11])[C:5]([O:10][CH3:14])=[C:6]([CH:9]=1)[CH:7]=[O:8], predict the reactants needed to synthesize it. The reactants are: [F:1][C:2]1[CH:3]=[C:4]([CH3:11])[C:5]([OH:10])=[C:6]([CH:9]=1)[CH:7]=[O:8].CI.[C:14](=O)([O-])[O-].[K+].[K+]. (2) Given the product [OH:11][B:9]1[C:8]2[CH:12]=[C:13]([O:17][CH3:18])[CH:14]=[C:15]([CH3:16])[C:7]=2[CH:6]([CH2:5][CH2:4][C:3]([OH:19])=[O:2])[O:10]1, predict the reactants needed to synthesize it. The reactants are: C[O:2][C:3](=[O:19])[CH2:4][CH2:5][CH:6]1[O:10][B:9]([OH:11])[C:8]2[CH:12]=[C:13]([O:17][CH3:18])[CH:14]=[C:15]([CH3:16])[C:7]1=2.[Li+].[OH-].Cl. (3) Given the product [OH:6][C@@H:5]([CH2:4][OH:3])[CH2:7][O:8][C:9]1[CH:14]=[CH:13][C:12]([N:15]2[C:19]([CH3:21])([CH3:20])[C:18](=[O:22])[N:17]([C:23]3[CH:30]=[CH:29][C:26]([C:27]#[N:28])=[C:25]([C:31]([F:34])([F:32])[F:33])[CH:24]=3)[C:16]2=[S:35])=[CH:11][CH:10]=1, predict the reactants needed to synthesize it. The reactants are: CC1(C)[O:6][C@H:5]([CH2:7][O:8][C:9]2[CH:14]=[CH:13][C:12]([N:15]3[C:19]([CH3:21])([CH3:20])[C:18](=[O:22])[N:17]([C:23]4[CH:30]=[CH:29][C:26]([C:27]#[N:28])=[C:25]([C:31]([F:34])([F:33])[F:32])[CH:24]=4)[C:16]3=[S:35])=[CH:11][CH:10]=2)[CH2:4][O:3]1.O. (4) Given the product [ClH:1].[NH:9]1[CH2:12][CH:11]([O:13][C:14]2[CH:19]=[CH:18][C:17]([C:20]3[CH:25]=[CH:24][C:23]([C:26]([NH:27][CH2:28][CH2:29][OH:30])=[O:31])=[C:22]([F:32])[CH:21]=3)=[N:16][CH:15]=2)[CH2:10]1, predict the reactants needed to synthesize it. The reactants are: [ClH:1].C(OC([N:9]1[CH2:12][CH:11]([O:13][C:14]2[CH:15]=[N:16][C:17]([C:20]3[CH:25]=[CH:24][C:23]([C:26](=[O:31])[NH:27][CH2:28][CH2:29][OH:30])=[C:22]([F:32])[CH:21]=3)=[CH:18][CH:19]=2)[CH2:10]1)=O)(C)(C)C. (5) Given the product [F:6][C:7]1[CH:15]=[C:14]2[C:10]([C:11]([C:16]3[CH:31]=[CH:30][C:19]4[N:20]=[C:21]([CH2:23][NH:24][S:25]([CH2:28][CH2:29][N:1]5[CH2:5][CH2:4][CH2:3][CH2:2]5)(=[O:27])=[O:26])[O:22][C:18]=4[CH:17]=3)=[CH:12][NH:13]2)=[CH:9][CH:8]=1, predict the reactants needed to synthesize it. The reactants are: [NH:1]1[CH2:5][CH2:4][CH2:3][CH2:2]1.[F:6][C:7]1[CH:15]=[C:14]2[C:10]([C:11]([C:16]3[CH:31]=[CH:30][C:19]4[N:20]=[C:21]([CH2:23][NH:24][S:25]([CH:28]=[CH2:29])(=[O:27])=[O:26])[O:22][C:18]=4[CH:17]=3)=[CH:12][NH:13]2)=[CH:9][CH:8]=1. (6) The reactants are: FC(F)(F)C(O)=O.COC1C=CC(C[N:17]2[C:21]3=[N:22][CH:23]=[CH:24][C:25]([O:26][C:27]4[CH:41]=[CH:40][C:30]([C:31]([NH:33][C:34]5[S:35][C:36]([CH3:39])=[CH:37][N:38]=5)=[O:32])=[CH:29][CH:28]=4)=[C:20]3[C:19]([CH:42]3[CH2:47][CH2:46][CH2:45][NH:44][CH2:43]3)=[N:18]2)=CC=1. Given the product [CH3:39][C:36]1[S:35][C:34]([NH:33][C:31](=[O:32])[C:30]2[CH:29]=[CH:28][C:27]([O:26][C:25]3[CH:24]=[CH:23][N:22]=[C:21]4[NH:17][N:18]=[C:19]([CH:42]5[CH2:47][CH2:46][CH2:45][NH:44][CH2:43]5)[C:20]=34)=[CH:41][CH:40]=2)=[N:38][CH:37]=1, predict the reactants needed to synthesize it.